From a dataset of Reaction yield outcomes from USPTO patents with 853,638 reactions. Predict the reaction yield, written as a fraction of the theoretical maximum amount of product (1.0 means a 100% yield; for example, 0.34 means a 34% yield). (1) The reactants are [NH:1]1[C:9]2[C:4](=[CH:5][CH:6]=[CH:7][CH:8]=2)[CH:3]=[CH:2]1.[H-].[Na+].[Br:12][C:13]1[CH:18]=[C:17]([CH2:19]Br)[CH:16]=[CH:15][C:14]=1[O:21][CH3:22].[Cl-].[NH4+]. The catalyst is CN(C=O)C.ClCCl. The product is [Br:12][C:13]1[CH:18]=[C:17]([CH:16]=[CH:15][C:14]=1[O:21][CH3:22])[CH2:19][N:1]1[C:9]2[C:4](=[CH:5][CH:6]=[CH:7][CH:8]=2)[CH:3]=[CH:2]1. The yield is 0.870. (2) The reactants are [F:1][C:2]1[CH:3]=[C:4]([CH:9]=[C:10]([O:14][CH2:15][C:16]2[CH:21]=[CH:20][CH:19]=[CH:18][CH:17]=2)[C:11]=1[O:12][CH3:13])[C:5](OC)=[O:6].[H-].[Al+3].[Li+].[H-].[H-].[H-].[OH-].[Na+].S([O-])([O-])(=O)=O.[Mg+2]. The catalyst is C(OCC)(=O)C.C1COCC1. The product is [F:1][C:2]1[CH:3]=[C:4]([CH2:5][OH:6])[CH:9]=[C:10]([O:14][CH2:15][C:16]2[CH:17]=[CH:18][CH:19]=[CH:20][CH:21]=2)[C:11]=1[O:12][CH3:13]. The yield is 0.840.